The task is: Predict the reaction yield, written as a fraction of the theoretical maximum amount of product (1.0 means a 100% yield; for example, 0.34 means a 34% yield).. This data is from Reaction yield outcomes from USPTO patents with 853,638 reactions. The reactants are [CH3:1][O:2][C:3](=[O:16])[C:4]1[CH:9]=[C:8](I)[C:7]([C:11]([F:14])([F:13])[F:12])=[CH:6][C:5]=1[NH2:15].[CH2:17]([O:24][N:25]1[C:29]([Sn](CCCC)(CCCC)CCCC)=[CH:28][CH:27]=[N:26]1)[C:18]1[CH:23]=[CH:22][CH:21]=[CH:20][CH:19]=1. The catalyst is O1CCOCC1.C1C=CC(P(C2C=CC=CC=2)[C-]2C=CC=C2)=CC=1.C1C=CC(P(C2C=CC=CC=2)[C-]2C=CC=C2)=CC=1.Cl[Pd]Cl.[Fe+2]. The product is [CH3:1][O:2][C:3](=[O:16])[C:4]1[CH:9]=[C:8]([C:29]2[N:25]([O:24][CH2:17][C:18]3[CH:23]=[CH:22][CH:21]=[CH:20][CH:19]=3)[N:26]=[CH:27][CH:28]=2)[C:7]([C:11]([F:14])([F:13])[F:12])=[CH:6][C:5]=1[NH2:15]. The yield is 0.310.